Task: Predict the reaction yield, written as a fraction of the theoretical maximum amount of product (1.0 means a 100% yield; for example, 0.34 means a 34% yield).. Dataset: Reaction yield outcomes from USPTO patents with 853,638 reactions (1) The reactants are [F:1][C:2]([F:53])([F:52])[C:3]1[CH:4]=[C:5]([CH:49]=[CH:50][CH:51]=1)[CH2:6][NH:7][C:8]([C:10]1[CH:15]=[CH:14][N:13]=[C:12]([C:16]2[CH:21]=[C:20]([N:22]([CH2:26][CH2:27][CH3:28])[CH2:23][CH2:24][CH3:25])[CH:19]=[CH:18][C:17]=2[NH:29][C:30]([C:32]2[CH:33]=[C:34]([CH:46]=[CH:47][CH:48]=2)[CH2:35][S:36][CH2:37][CH2:38][C:39]([O:41]C(C)(C)C)=[O:40])=[O:31])[CH:11]=1)=[O:9].FC(F)(F)C(O)=O. The catalyst is ClCCl. The product is [CH2:26]([N:22]([CH2:23][CH2:24][CH3:25])[C:20]1[CH:19]=[CH:18][C:17]([NH:29][C:30]([C:32]2[CH:33]=[C:34]([CH:46]=[CH:47][CH:48]=2)[CH2:35][S:36][CH2:37][CH2:38][C:39]([OH:41])=[O:40])=[O:31])=[C:16]([C:12]2[CH:11]=[C:10]([C:8](=[O:9])[NH:7][CH2:6][C:5]3[CH:49]=[CH:50][CH:51]=[C:3]([C:2]([F:53])([F:1])[F:52])[CH:4]=3)[CH:15]=[CH:14][N:13]=2)[CH:21]=1)[CH2:27][CH3:28]. The yield is 0.300. (2) The catalyst is C(O)CCC.O. The product is [C:15]1([CH3:23])[CH:20]=[CH:19][C:18]([CH:21]=[CH:7][C:2]2[CH:3]=[CH:4][CH:5]=[CH:6][N+:1]=2[O-:8])=[CH:17][CH:16]=1. The reactants are [N+:1]1([O-:8])[C:2]([CH3:7])=[CH:3][CH:4]=[CH:5][CH:6]=1.C([O-])(C)(C)C.[K+].[C:15]1([CH3:23])[CH:20]=[CH:19][C:18]([CH:21]=O)=[CH:17][CH:16]=1. The yield is 0.550. (3) The reactants are C(O/[CH:4]=[CH:5]/[C:6](=O)[C:7]([F:10])([F:9])[F:8])C.O=[C:13]([CH3:20])[CH2:14][C:15]([O:17][CH2:18][CH3:19])=[O:16].C([O-])(=O)C.[NH4+:25].C(O)(=O)C. The catalyst is O. The product is [CH3:20][C:13]1[N:25]=[C:6]([C:7]([F:8])([F:9])[F:10])[CH:5]=[CH:4][C:14]=1[C:15]([O:17][CH2:18][CH3:19])=[O:16]. The yield is 0.700. (4) The reactants are Br[C:2]1[CH:7]=[C:6]([O:8][CH2:9][CH2:10][O:11][CH3:12])[CH:5]=[CH:4][C:3]=1[O:13][CH3:14].B(OC(C)C)(OC(C)C)OC(C)C.C([Li])CCC.B(O)O.[N:36]1[CH:41]=[CH:40][CH:39]=[C:38]([NH:42][C:43]([N:45]2[CH2:48][CH:47]([O:49][C:50]3[CH:55]=[CH:54][C:53](I)=[CH:52][N:51]=3)[CH2:46]2)=[O:44])[N:37]=1.C(=O)(O)[O-].[Na+]. The catalyst is C1COCC1.C(Cl)Cl.CN(C=O)C. The product is [N:36]1[CH:41]=[CH:40][CH:39]=[C:38]([NH:42][C:43]([N:45]2[CH2:46][CH:47]([O:49][C:50]3[CH:55]=[CH:54][C:53]([C:2]4[CH:7]=[C:6]([O:8][CH2:9][CH2:10][O:11][CH3:12])[CH:5]=[CH:4][C:3]=4[O:13][CH3:14])=[CH:52][N:51]=3)[CH2:48]2)=[O:44])[N:37]=1. The yield is 0.410. (5) The reactants are [Br:1][C:2]1[CH:7]=[CH:6][C:5]([C:8]([F:11])([F:10])[F:9])=[CH:4][C:3]=1I.[N:13]1[CH:18]=[CH:17][C:16](B(O)O)=[CH:15][CH:14]=1.C(=O)(O)[O-].[Na+]. The catalyst is C(COC)OC.O.C1C=CC(P(C2C=CC=CC=2)[C-]2C=CC=C2)=CC=1.C1C=CC(P(C2C=CC=CC=2)[C-]2C=CC=C2)=CC=1.Cl[Pd]Cl.[Fe+2]. The product is [Br:1][C:2]1[CH:7]=[CH:6][C:5]([C:8]([F:11])([F:10])[F:9])=[CH:4][C:3]=1[C:16]1[CH:17]=[CH:18][N:13]=[CH:14][CH:15]=1. The yield is 0.776. (6) The reactants are Br[CH2:2][C:3](OC)=[O:4].[NH2:7][C:8]1[CH:13]=[CH:12][C:11]([N+:14]([O-:16])=[O:15])=[CH:10][C:9]=1[OH:17].C([O-])([O-])=O.[K+].[K+]. The catalyst is CN(C=O)C.O. The product is [N+:14]([C:11]1[CH:12]=[CH:13][C:8]2[NH:7][C:3](=[O:4])[CH2:2][O:17][C:9]=2[CH:10]=1)([O-:16])=[O:15]. The yield is 0.710. (7) The reactants are [CH3:1][C:2]1[CH:3]=[C:4]([CH:8]=[C:9]([CH3:11])[CH:10]=1)[C:5]([OH:7])=O.ClS(N=C=O)(=O)=O.[CH2:19]([N:26]([CH2:31][CH:32]1[CH2:37][CH2:36][CH:35]([CH2:38][O:39][Si:40]([C:43]([CH3:46])([CH3:45])[CH3:44])([CH3:42])[CH3:41])[CH2:34][CH2:33]1)[S:27]([NH2:30])(=[O:29])=[O:28])[C:20]1[CH:25]=[CH:24][CH:23]=[CH:22][CH:21]=1.C(N(CC)CC)C. The catalyst is ClCCl. The product is [CH2:19]([N:26]([CH2:31][CH:32]1[CH2:37][CH2:36][CH:35]([CH2:38][O:39][Si:40]([C:43]([CH3:46])([CH3:45])[CH3:44])([CH3:41])[CH3:42])[CH2:34][CH2:33]1)[S:27]([NH:30][C:5](=[O:7])[C:4]1[CH:8]=[C:9]([CH3:11])[CH:10]=[C:2]([CH3:1])[CH:3]=1)(=[O:28])=[O:29])[C:20]1[CH:21]=[CH:22][CH:23]=[CH:24][CH:25]=1. The yield is 0.860. (8) The reactants are C([O:8][C:9]1[CH:10]=[C:11](/[CH:17]=[CH:18]/[C:19]([C:21]2[C:26]([OH:27])=[CH:25][C:24]([O:28][CH3:29])=[C:23]([O:30][CH3:31])[C:22]=2[O:32][CH3:33])=[O:20])[CH:12]=[CH:13][C:14]=1[O:15][CH3:16])C1C=CC=CC=1.C(O[Na])=O.C(O)=O. The catalyst is C(O)(C)C.[Pd]. The product is [OH:27][C:26]1[C:21]([C:19](=[O:20])[CH2:18][CH2:17][C:11]2[CH:12]=[CH:13][C:14]([O:15][CH3:16])=[C:9]([OH:8])[CH:10]=2)=[C:22]([O:32][CH3:33])[C:23]([O:30][CH3:31])=[C:24]([O:28][CH3:29])[CH:25]=1. The yield is 0.790. (9) The yield is 0.969. The catalyst is C(OCC)(=O)C.[Pd]. The product is [Cl:1][C:2]1[CH:3]=[C:4]([CH2:9][CH:10]([CH3:16])[C:11]([O:13][CH2:14][CH3:15])=[O:12])[CH:5]=[CH:6][C:7]=1[OH:8]. The reactants are [Cl:1][C:2]1[CH:3]=[C:4]([CH:9]=[C:10]([CH3:16])[C:11]([O:13][CH2:14][CH3:15])=[O:12])[CH:5]=[CH:6][C:7]=1[OH:8].[H][H]. (10) The reactants are [NH:1]1[C:9]2[C:4](=[CH:5][CH:6]=[CH:7][CH:8]=2)[CH2:3][C:2]1=[O:10].[Br:11]N1C(=O)CCC1=O. The catalyst is C(#N)C. The product is [Br:11][C:6]1[CH:5]=[C:4]2[C:9](=[CH:8][CH:7]=1)[NH:1][C:2](=[O:10])[CH2:3]2. The yield is 0.900.